Task: Regression. Given two drug SMILES strings and cell line genomic features, predict the synergy score measuring deviation from expected non-interaction effect.. Dataset: NCI-60 drug combinations with 297,098 pairs across 59 cell lines (1) Drug 1: CC1=CC=C(C=C1)C2=CC(=NN2C3=CC=C(C=C3)S(=O)(=O)N)C(F)(F)F. Drug 2: C(CC(=O)O)C(=O)CN.Cl. Cell line: OVCAR3. Synergy scores: CSS=3.64, Synergy_ZIP=-0.955, Synergy_Bliss=-2.47, Synergy_Loewe=-2.66, Synergy_HSA=-3.03. (2) Drug 1: C1CCN(CC1)CCOC2=CC=C(C=C2)C(=O)C3=C(SC4=C3C=CC(=C4)O)C5=CC=C(C=C5)O. Drug 2: CC1=CC2C(CCC3(C2CCC3(C(=O)C)OC(=O)C)C)C4(C1=CC(=O)CC4)C. Cell line: TK-10. Synergy scores: CSS=-3.44, Synergy_ZIP=0.624, Synergy_Bliss=-1.11, Synergy_Loewe=-8.41, Synergy_HSA=-4.05. (3) Drug 1: COC1=CC(=CC(=C1O)OC)C2C3C(COC3=O)C(C4=CC5=C(C=C24)OCO5)OC6C(C(C7C(O6)COC(O7)C8=CC=CS8)O)O. Drug 2: C1=NC2=C(N=C(N=C2N1C3C(C(C(O3)CO)O)O)F)N. Cell line: M14. Synergy scores: CSS=40.0, Synergy_ZIP=-0.673, Synergy_Bliss=-2.01, Synergy_Loewe=-8.28, Synergy_HSA=-1.28. (4) Drug 1: C1CC(=O)NC(=O)C1N2CC3=C(C2=O)C=CC=C3N. Drug 2: CC(C)(C#N)C1=CC(=CC(=C1)CN2C=NC=N2)C(C)(C)C#N. Cell line: NCIH23. Synergy scores: CSS=1.20, Synergy_ZIP=-1.27, Synergy_Bliss=-1.30, Synergy_Loewe=1.92, Synergy_HSA=1.49.